From a dataset of Reaction yield outcomes from USPTO patents with 853,638 reactions. Predict the reaction yield, written as a fraction of the theoretical maximum amount of product (1.0 means a 100% yield; for example, 0.34 means a 34% yield). (1) The reactants are FC(F)(F)C(O)=O.[Cl:8][C:9]1[CH:14]=[C:13]([Cl:15])[CH:12]=[CH:11][C:10]=1[C@H:16]([N:18]1[C:22]2[CH:23]=[C:24]([N:27]3[CH2:32][CH2:31][N:30]([C:33]([C@H:35]4[CH2:39][CH2:38][CH2:37][N:36]4C(OC(C)(C)C)=O)=[O:34])[C@H:29]([CH3:47])[CH2:28]3)[CH:25]=[CH:26][C:21]=2[N:20]=[N:19]1)[CH3:17]. The catalyst is ClCCl. The product is [Cl:8][C:9]1[CH:14]=[C:13]([Cl:15])[CH:12]=[CH:11][C:10]=1[C@H:16]([N:18]1[C:22]2[CH:23]=[C:24]([N:27]3[CH2:32][CH2:31][N:30]([C:33]([C@H:35]4[CH2:39][CH2:38][CH2:37][NH:36]4)=[O:34])[C@H:29]([CH3:47])[CH2:28]3)[CH:25]=[CH:26][C:21]=2[N:20]=[N:19]1)[CH3:17]. The yield is 0.300. (2) The reactants are [CH3:1][C:2]1[CH:10]=[CH:9][C:5]([C:6]([OH:8])=[O:7])=[CH:4][C:3]=1[N+:11]([O-:13])=[O:12].CCN=C=NCCCN(C)C.[C:25](O)([CH3:28])([CH3:27])[CH3:26]. The catalyst is CN(C)C1C=CN=CC=1.ClCCl. The product is [C:25]([O:7][C:6](=[O:8])[C:5]1[CH:9]=[CH:10][C:2]([CH3:1])=[C:3]([N+:11]([O-:13])=[O:12])[CH:4]=1)([CH3:28])([CH3:27])[CH3:26]. The yield is 0.930. (3) The reactants are Br[C:2]1[N:3]([CH2:9][O:10][CH2:11][CH2:12][Si:13]([CH3:16])([CH3:15])[CH3:14])[CH:4]=[C:5]([C:7]#[N:8])[N:6]=1.C([Mg]Cl)(C)C.C([C:24]([O:26][CH2:27][CH3:28])=[O:25])#N. The catalyst is C1COCC1. The product is [CH2:27]([O:26][C:24]([C:2]1[N:3]([CH2:9][O:10][CH2:11][CH2:12][Si:13]([CH3:16])([CH3:15])[CH3:14])[CH:4]=[C:5]([C:7]#[N:8])[N:6]=1)=[O:25])[CH3:28]. The yield is 0.740. (4) The reactants are C([O:5][C:6](=[O:42])[CH:7]([NH:17][C:18]([C:20]1[CH:25]=[CH:24][C:23]([C:26]2[CH:31]=[CH:30][C:29]([NH:32][C:33](=[O:41])[CH2:34][C:35]3[CH:40]=[CH:39][CH:38]=[CH:37][CH:36]=3)=[CH:28][CH:27]=2)=[CH:22][CH:21]=1)=[O:19])[CH2:8][CH2:9][C:10]([O:12]C(C)(C)C)=[O:11])(C)(C)C.C(O)(C(F)(F)F)=O. The catalyst is ClC(Cl)C. The product is [C:35]1([CH2:34][C:33]([NH:32][C:29]2[CH:30]=[CH:31][C:26]([C:23]3[CH:24]=[CH:25][C:20]([C:18]([NH:17][C@H:7]([C:6]([OH:42])=[O:5])[CH2:8][CH2:9][C:10]([OH:12])=[O:11])=[O:19])=[CH:21][CH:22]=3)=[CH:27][CH:28]=2)=[O:41])[CH:40]=[CH:39][CH:38]=[CH:37][CH:36]=1. The yield is 0.842. (5) The reactants are [CH3:1][O:2][C:3]1[CH:4]=[C:5]2[C:10](=[CH:11][C:12]=1[O:13][CH3:14])[N:9]=[CH:8][N:7]=[C:6]2[O:15][C:16]1[CH:22]=[CH:21][C:19]([NH2:20])=[CH:18][CH:17]=1.Cl[C:24](Cl)([O:26][C:27](=[O:33])OC(Cl)(Cl)Cl)Cl.[CH:35]1(CO)[CH2:40][CH2:39][CH2:38][CH2:37][CH2:36]1.C(=O)(O)[O-].[Na+]. The catalyst is C(Cl)Cl.C(N(CC)CC)C.C1(C)C=CC=CC=1. The product is [CH3:1][O:2][C:3]1[CH:4]=[C:5]2[C:10](=[CH:11][C:12]=1[O:13][CH3:14])[N:9]=[CH:8][N:7]=[C:6]2[O:15][C:16]1[CH:22]=[CH:21][C:19]([NH:20][C:27](=[O:33])[O:26][CH2:24][CH:35]2[CH2:40][CH2:39][CH2:38][CH2:37][CH2:36]2)=[CH:18][CH:17]=1. The yield is 0.700. (6) The reactants are C(O[CH:4](OCC)[CH2:5][S:6][C:7]1[CH:12]=[CH:11][CH:10]=[CH:9][C:8]=1[CH3:13])C.O. The catalyst is ClC1C=CC=CC=1. The product is [CH3:13][C:8]1[C:7]2[S:6][CH:5]=[CH:4][C:12]=2[CH:11]=[CH:10][CH:9]=1. The yield is 0.940. (7) The yield is 0.624. The product is [CH:29]1([CH:24]([OH:25])[C:22]2[CH:21]=[N:20][N:19]([CH2:18][C:14]3[CH:13]=[C:12]4[C:17]([C:8]([C:5]5[CH:6]=[CH:7][C:2]([F:1])=[CH:3][CH:4]=5)=[CH:9][C:10]([C:26]([NH2:28])=[O:27])=[N:11]4)=[CH:16][CH:15]=3)[CH:23]=2)[CH2:31][CH2:30]1. The reactants are [F:1][C:2]1[CH:7]=[CH:6][C:5]([C:8]2[C:17]3[C:12](=[CH:13][C:14]([CH2:18][N:19]4[CH:23]=[C:22]([CH:24]=[O:25])[CH:21]=[N:20]4)=[CH:15][CH:16]=3)[N:11]=[C:10]([C:26]([NH2:28])=[O:27])[CH:9]=2)=[CH:4][CH:3]=1.[CH:29]1([Mg]Br)[CH2:31][CH2:30]1. The catalyst is C1COCC1. (8) The reactants are [CH:1]12[CH2:7][CH:4]([CH2:5][CH2:6]1)[CH2:3][CH:2]2[CH2:8][NH2:9].CN(C(ON1N=NC2C=CC=NC1=2)=[N+](C)C)C.F[P-](F)(F)(F)(F)F.CCN(CC)CC.[SH:41][C:42]1[N:50]=[CH:49][CH:48]=[CH:47][C:43]=1[C:44](O)=[O:45]. The catalyst is C1COCC1.CC(=O)OCC. The product is [CH:1]12[CH2:7][CH:4]([CH2:5][CH2:6]1)[CH2:3][CH:2]2[CH2:8][NH:9][C:44](=[O:45])[C:43]1[CH:47]=[CH:48][CH:49]=[N:50][C:42]=1[SH:41]. The yield is 0.500.